This data is from Forward reaction prediction with 1.9M reactions from USPTO patents (1976-2016). The task is: Predict the product of the given reaction. (1) Given the reactants Br[C:2]1[N:7]=[C:6]([CH:8]=[O:9])[CH:5]=[CH:4][CH:3]=1.[C:10]1(B(O)O)[CH:15]=[CH:14][CH:13]=[CH:12][CH:11]=1.[F-].[Cs+], predict the reaction product. The product is: [C:10]1([C:2]2[N:7]=[C:6]([CH:8]=[O:9])[CH:5]=[CH:4][CH:3]=2)[CH:15]=[CH:14][CH:13]=[CH:12][CH:11]=1. (2) Given the reactants NC1C=CC(OC)=CC=1C(O)=O.[OH:13][C:14]1[C:23]2[C:18](=[CH:19][CH:20]=[C:21]([CH:24]=[CH:25][C:26]([O:28][CH3:29])=[O:27])[CH:22]=2)[N:17]=[C:16]([C:30]2[CH:31]=[N:32][CH:33]=[CH:34][CH:35]=2)[N:15]=1, predict the reaction product. The product is: [OH:13][C:14]1[C:23]2[C:18](=[CH:19][CH:20]=[C:21]([CH2:24][CH2:25][C:26]([O:28][CH3:29])=[O:27])[CH:22]=2)[N:17]=[C:16]([C:30]2[CH:31]=[N:32][CH:33]=[CH:34][CH:35]=2)[N:15]=1. (3) Given the reactants [H-].[Al+3].[Li+].[H-].[H-].[H-].[CH2:7]([C:10]1[C:14]([C:15](OCC)=[O:16])=[CH:13][N:12]([CH2:20][C:21]2[CH:26]=[CH:25][C:24]([C:27]([F:30])([F:29])[F:28])=[CH:23][CH:22]=2)[N:11]=1)[CH2:8][CH3:9].C(C1N(CC2C=CC(C(F)(F)F)=CC=2)N=CC=1C(OCC)=O)CC, predict the reaction product. The product is: [CH2:7]([C:10]1[C:14]([CH2:15][OH:16])=[CH:13][N:12]([CH2:20][C:21]2[CH:26]=[CH:25][C:24]([C:27]([F:29])([F:30])[F:28])=[CH:23][CH:22]=2)[N:11]=1)[CH2:8][CH3:9]. (4) Given the reactants Br[CH2:2][CH2:3][O:4][C:5]1[CH:10]=[C:9]([S:11]([CH3:14])(=[O:13])=[O:12])[CH:8]=[C:7]([F:15])[CH:6]=1.[NH:16]1[CH2:21][CH2:20][CH2:19][CH2:18][CH2:17]1, predict the reaction product. The product is: [F:15][C:7]1[CH:6]=[C:5]([CH:10]=[C:9]([S:11]([CH3:14])(=[O:13])=[O:12])[CH:8]=1)[O:4][CH2:3][CH2:2][N:16]1[CH2:21][CH2:20][CH2:19][CH2:18][CH2:17]1. (5) Given the reactants C([NH:8][C:9]1([CH3:22])[CH2:17][C:16]2[C:11](=[CH:12][C:13]([CH2:20][CH3:21])=[C:14]([CH2:18][CH3:19])[CH:15]=2)[CH2:10]1)C1C=CC=CC=1, predict the reaction product. The product is: [CH2:18]([C:14]1[CH:15]=[C:16]2[C:11](=[CH:12][C:13]=1[CH2:20][CH3:21])[CH2:10][C:9]([NH2:8])([CH3:22])[CH2:17]2)[CH3:19]. (6) Given the reactants [C:1]([NH:4][CH2:5][CH2:6][NH2:7])(=[O:3])[CH3:2].[CH2:8]([C:10]1[CH:27]=[CH:26][C:13]([O:14][C:15]2[CH:20]=[CH:19][C:18]([S:21](Cl)(=[O:23])=[O:22])=[CH:17][C:16]=2[F:25])=[C:12]([O:28][CH3:29])[CH:11]=1)[CH3:9], predict the reaction product. The product is: [CH2:8]([C:10]1[CH:27]=[CH:26][C:13]([O:14][C:15]2[CH:20]=[CH:19][C:18]([S:21]([NH:7][CH2:6][CH2:5][NH:4][C:1](=[O:3])[CH3:2])(=[O:23])=[O:22])=[CH:17][C:16]=2[F:25])=[C:12]([O:28][CH3:29])[CH:11]=1)[CH3:9].